This data is from Catalyst prediction with 721,799 reactions and 888 catalyst types from USPTO. The task is: Predict which catalyst facilitates the given reaction. Reactant: [CH:1]1([NH:4][CH2:5][C@@H:6]2[C@H:10]([F:11])[CH2:9][N:8]([C:12]3[C:21]([O:22][CH3:23])=[C:20]4[C:15]([C:16](=[O:30])[C:17]([C:27]([OH:29])=[O:28])=[CH:18][N:19]4[CH2:24][CH2:25][F:26])=[CH:14][C:13]=3[F:31])[CH2:7]2)[CH2:3][CH2:2]1.[CH3:32][S:33]([OH:36])(=[O:35])=[O:34]. Product: [CH3:32][S:33]([OH:36])(=[O:35])=[O:34].[CH:1]1([NH:4][CH2:5][C@@H:6]2[C@H:10]([F:11])[CH2:9][N:8]([C:12]3[C:21]([O:22][CH3:23])=[C:20]4[C:15]([C:16](=[O:30])[C:17]([C:27]([OH:29])=[O:28])=[CH:18][N:19]4[CH2:24][CH2:25][F:26])=[CH:14][C:13]=3[F:31])[CH2:7]2)[CH2:2][CH2:3]1. The catalyst class is: 21.